From a dataset of Orexin1 receptor HTS with 218,158 compounds and 233 confirmed actives. Binary Classification. Given a drug SMILES string, predict its activity (active/inactive) in a high-throughput screening assay against a specified biological target. (1) The drug is O=c1n2CCCc2nc2c1ccc(c2)C(=O)Nc1cc(C(=O)N(CC)CC)ccc1. The result is 0 (inactive). (2) The compound is Clc1c(/C=N\NC(=O)CN(S(=O)(=O)C)c2c(c(ccc2)C)C)cc([N+]([O-])=O)cc1. The result is 0 (inactive).